Predict the product of the given reaction. From a dataset of Forward reaction prediction with 1.9M reactions from USPTO patents (1976-2016). (1) Given the reactants CC1(C)OC(=O)CC(=O)O1.C(O)CCCCCO.[C:19]1([CH3:29])[CH:24]=[CH:23][C:22](S(O)(=O)=O)=[CH:21][CH:20]=1.[C:30]([O:43]CCCCCCO)(=[O:42])[CH2:31][C:32]([O:34][CH2:35][CH2:36][CH2:37][CH2:38][CH2:39][CH2:40][OH:41])=[O:33].C(O)(=O)C.[NH:55]1[CH2:60][CH2:59]C[CH2:57][CH2:56]1, predict the reaction product. The product is: [OH:41][CH2:40][CH2:39][CH2:38][CH2:37][CH2:36][CH2:35][O:34][C:32]([C:31]1[C:30](=[O:42])[O:43][C:24]2[C:19]([CH:29]=1)=[CH:20][CH:21]=[C:22]([N:55]([CH2:60][CH3:59])[CH2:56][CH3:57])[CH:23]=2)=[O:33]. (2) Given the reactants [NH2:1][C:2]1[N:7]([C:8]2[C:13]([F:14])=[CH:12][C:11]([O:15][CH2:16][CH2:17][CH2:18][CH2:19][CH2:20]Cl)=[CH:10][C:9]=2[F:22])[C:6](=[O:23])[CH:5]=[CH:4][C:3]=1[C:24](=[O:33])[C:25]1[CH:30]=[CH:29][C:28]([F:31])=[CH:27][C:26]=1[F:32].Cl.[NH2:35][C@H:36]([C:41]([O:43][C:44]([CH3:47])([CH3:46])[CH3:45])=[O:42])[CH2:37][CH:38]([CH3:40])[CH3:39].[I-].[Na+].C(N(CC)C(C)C)(C)C, predict the reaction product. The product is: [NH2:1][C:2]1[N:7]([C:8]2[C:13]([F:14])=[CH:12][C:11]([O:15][CH2:16][CH2:17][CH2:18][CH2:19][CH2:20][NH:35][C@H:36]([C:41]([O:43][C:44]([CH3:46])([CH3:45])[CH3:47])=[O:42])[CH2:37][CH:38]([CH3:40])[CH3:39])=[CH:10][C:9]=2[F:22])[C:6](=[O:23])[CH:5]=[CH:4][C:3]=1[C:24](=[O:33])[C:25]1[CH:30]=[CH:29][C:28]([F:31])=[CH:27][C:26]=1[F:32]. (3) Given the reactants [C:1]([O:4][CH2:5][CH:6]([O:8][C:9](=[O:11])[CH3:10])[CH3:7])(=[O:3])[CH3:2].[C:12]([O:15]CC[O:15][C:12](=[O:14])[CH3:13])(=[O:14])[CH3:13].OO.C([O:27][OH:28])(=O)C, predict the reaction product. The product is: [CH3:2][C:1](=[O:3])[O:4][CH2:5][CH:6]([CH2:7][O:15][C:12](=[O:14])[CH3:13])[O:8][C:9](=[O:11])[CH3:10].[OH:27][OH:28]. (4) Given the reactants C(OC(=O)[NH:7][CH2:8][CH:9]1[C:13](=[O:14])[N:12]([C:15]2[CH:20]=[CH:19][C:18]([C:21]#[N:22])=[C:17]([Cl:23])[C:16]=2[CH3:24])[C:11](=[O:25])[N:10]1[CH3:26])(C)(C)C, predict the reaction product. The product is: [NH2:7][CH2:8][CH:9]1[C:13](=[O:14])[N:12]([C:15]2[CH:20]=[CH:19][C:18]([C:21]#[N:22])=[C:17]([Cl:23])[C:16]=2[CH3:24])[C:11](=[O:25])[N:10]1[CH3:26]. (5) Given the reactants Br[CH:2]1[C:7](=[O:8])[CH2:6][CH2:5][N:4]([C:9]([O:11][C:12]([CH3:15])([CH3:14])[CH3:13])=[O:10])[CH2:3]1.[NH:16]1[CH:20]=[CH:19][N:18]=[CH:17]1.C(=O)([O-])[O-].[K+].[K+].CN(C=O)C, predict the reaction product. The product is: [N:16]1([CH:2]2[C:7](=[O:8])[CH2:6][CH2:5][N:4]([C:9]([O:11][C:12]([CH3:15])([CH3:14])[CH3:13])=[O:10])[CH2:3]2)[CH:20]=[CH:19][N:18]=[CH:17]1. (6) The product is: [CH:1]1([C:7]2[C:8]3[S:20][C:19]([C:21]([OH:23])=[O:22])=[CH:18][C:9]=3[NH:10][C:11]=2[C:12]2[CH:13]=[CH:14][CH:15]=[CH:16][CH:17]=2)[CH2:2][CH2:3][CH2:4][CH2:5][CH2:6]1. Given the reactants [CH:1]1([C:7]2[C:8]3[S:20][C:19]([C:21]([O:23]C)=[O:22])=[CH:18][C:9]=3[NH:10][C:11]=2[C:12]2[CH:17]=[CH:16][CH:15]=[CH:14][CH:13]=2)[CH2:6][CH2:5][CH2:4][CH2:3][CH2:2]1.[OH-].[Na+], predict the reaction product. (7) Given the reactants Cl.[CH:2]([N:5]1[C:9]([C:10]2[N:19]=[C:18]3[N:12]([CH2:13][CH2:14][O:15][C:16]4[CH:23]=[C:22]([C@@H:24]5[CH2:29][CH2:28][NH:27][CH2:26][C@H:25]5[OH:30])[CH:21]=[CH:20][C:17]=43)[CH:11]=2)=[N:8][CH:7]=[N:6]1)([CH3:4])[CH3:3].Br[C:32]([CH3:38])([CH3:37])[C:33]([NH:35][CH3:36])=[O:34].[OH-].[Na+], predict the reaction product. The product is: [OH:30][C@H:25]1[C@H:24]([C:22]2[CH:21]=[CH:20][C:17]3[C:18]4[N:12]([CH:11]=[C:10]([C:9]5[N:5]([CH:2]([CH3:4])[CH3:3])[N:6]=[CH:7][N:8]=5)[N:19]=4)[CH2:13][CH2:14][O:15][C:16]=3[CH:23]=2)[CH2:29][CH2:28][N:27]([C:32]([CH3:38])([CH3:37])[C:33]([NH:35][CH3:36])=[O:34])[CH2:26]1.